Dataset: Catalyst prediction with 721,799 reactions and 888 catalyst types from USPTO. Task: Predict which catalyst facilitates the given reaction. (1) Reactant: [N:1]1[CH:6]=[CH:5][C:4]([CH2:7][OH:8])=[CH:3][CH:2]=1.[H-].[Na+].[Br:11][C:12]1[C:13]([O:30][CH3:31])=[N:14][CH:15]=[C:16]([CH2:28]Br)[C:17]=1[O:18][C:19]1[CH:20]=[C:21]([CH:24]=[C:25]([Cl:27])[CH:26]=1)[C:22]#[N:23]. Product: [Br:11][C:12]1[C:13]([O:30][CH3:31])=[N:14][CH:15]=[C:16]([CH2:28][O:8][CH2:7][C:4]2[CH:5]=[CH:6][N:1]=[CH:2][CH:3]=2)[C:17]=1[O:18][C:19]1[CH:20]=[C:21]([CH:24]=[C:25]([Cl:27])[CH:26]=1)[C:22]#[N:23]. The catalyst class is: 1. (2) Reactant: [Cl:1][C:2]1[CH:3]=[C:4]([CH:9]([N:11]2[CH2:16][CH2:15][N:14](C(OC(C)(C)C)=O)[CH2:13][CH2:12]2)[CH3:10])[CH:5]=[C:6]([Cl:8])[CH:7]=1.FC(F)(F)C(O)=O. Product: [Cl:1][C:2]1[CH:3]=[C:4]([CH:9]([N:11]2[CH2:12][CH2:13][NH:14][CH2:15][CH2:16]2)[CH3:10])[CH:5]=[C:6]([Cl:8])[CH:7]=1. The catalyst class is: 4. (3) Reactant: [OH:1][C:2]1[CH:7]=[CH:6][C:5]([CH2:8][C:9]([O:11][CH2:12][CH3:13])=[O:10])=[CH:4][CH:3]=1.C1C(=O)N([Cl:21])C(=O)C1. Product: [Cl:21][C:7]1[CH:6]=[C:5]([CH2:8][C:9]([O:11][CH2:12][CH3:13])=[O:10])[CH:4]=[CH:3][C:2]=1[OH:1]. The catalyst class is: 1. (4) Reactant: [CH3:1][C:2]1[NH:3][CH:4]=[CH:5][N:6]=1.[OH-].[Na+].Cl.Cl[CH:11]([CH3:14])[CH2:12][NH2:13].O. Product: [CH3:1][C:2]1[N:3]([CH2:14][CH2:11][CH2:12][NH2:13])[CH:4]=[CH:5][N:6]=1. The catalyst class is: 3. (5) Reactant: [O:1]1[CH2:6][CH2:5][N:4]([C:7]2[N:12]=[C:11](Cl)[N:10]=[C:9]([Cl:14])[CH:8]=2)[CH2:3][CH2:2]1.[OH:15][CH2:16][CH2:17][N:18]1[CH2:23][CH2:22][O:21][CH2:20][CH2:19]1.[H-].[Na+]. Product: [Cl:14][C:9]1[CH:8]=[C:7]([N:4]2[CH2:5][CH2:6][O:1][CH2:2][CH2:3]2)[N:12]=[C:11]([O:15][CH2:16][CH2:17][N:18]2[CH2:23][CH2:22][O:21][CH2:20][CH2:19]2)[N:10]=1. The catalyst class is: 7. (6) Reactant: [Br:1][C:2]1[CH:3]=[C:4]([CH:7]=[CH:8][C:9]=1[O:10][Si:11]([CH:18]([CH3:20])[CH3:19])([CH:15]([CH3:17])[CH3:16])[CH:12]([CH3:14])[CH3:13])[CH:5]=[O:6].[BH4-].[Na+].C(O)(=O)C.O. Product: [Br:1][C:2]1[CH:3]=[C:4]([CH2:5][OH:6])[CH:7]=[CH:8][C:9]=1[O:10][Si:11]([CH:18]([CH3:20])[CH3:19])([CH:15]([CH3:16])[CH3:17])[CH:12]([CH3:14])[CH3:13]. The catalyst class is: 8. (7) Reactant: [O:1]1[CH2:6][CH2:5][CH2:4][CH2:3][CH:2]1[O:7][NH:8][C:9]([C:11]1[CH:20]=[C:14]2[CH2:15][NH:16][CH2:17][CH2:18][CH2:19][N:13]2[N:12]=1)=[O:10].[CH3:21][O:22][C:23]1[CH:31]=[CH:30][C:26]([C:27](O)=[O:28])=[CH:25][CH:24]=1.F[P-](F)(F)(F)(F)F.C[N+](C)=C(N(C)C)ON1C2N=CC=CC=2N=N1.CN1CCOCC1. Product: [CH3:21][O:22][C:23]1[CH:31]=[CH:30][C:26]([C:27]([N:16]2[CH2:17][CH2:18][CH2:19][N:13]3[N:12]=[C:11]([C:9]([NH:8][O:7][CH:2]4[CH2:3][CH2:4][CH2:5][CH2:6][O:1]4)=[O:10])[CH:20]=[C:14]3[CH2:15]2)=[O:28])=[CH:25][CH:24]=1. The catalyst class is: 2.